This data is from Full USPTO retrosynthesis dataset with 1.9M reactions from patents (1976-2016). The task is: Predict the reactants needed to synthesize the given product. (1) Given the product [Si:28]([O:35][CH2:36][CH2:37][N:38]([CH:39]([CH3:41])[CH3:40])[C:25]([C:10]1[NH:11][C:12]([CH2:16][C:17]2[C:18]([Cl:24])=[CH:19][CH:20]=[CH:21][C:22]=2[Cl:23])=[N:13][C:14](=[O:15])[C:9]=1[O:8][CH2:1][C:2]1[CH:7]=[CH:6][CH:5]=[CH:4][CH:3]=1)=[O:27])([C:31]([CH3:34])([CH3:33])[CH3:32])([CH3:30])[CH3:29], predict the reactants needed to synthesize it. The reactants are: [CH2:1]([O:8][C:9]1[C:14](=[O:15])[N:13]=[C:12]([CH2:16][C:17]2[C:22]([Cl:23])=[CH:21][CH:20]=[CH:19][C:18]=2[Cl:24])[NH:11][C:10]=1[C:25]([OH:27])=O)[C:2]1[CH:7]=[CH:6][CH:5]=[CH:4][CH:3]=1.[Si:28]([O:35][CH2:36][CH2:37][NH:38][CH:39]([CH3:41])[CH3:40])([C:31]([CH3:34])([CH3:33])[CH3:32])([CH3:30])[CH3:29].O=P(Cl)(Cl)Cl. (2) The reactants are: [CH2:1]([C:3]1[N:13]([C:14]2[CH:19]=[CH:18][C:17]([CH2:20][CH2:21][NH:22][CH3:23])=[CH:16][CH:15]=2)[C:6]2=[N:7][C:8]([CH3:12])=[CH:9][C:10]([CH3:11])=[C:5]2[N:4]=1)[CH3:2].[C:24]1([CH3:36])[CH:29]=[CH:28][C:27]([S:30]([N:33]=[C:34]=[O:35])(=[O:32])=[O:31])=[CH:26][CH:25]=1. Given the product [CH2:1]([C:3]1[N:13]([C:14]2[CH:15]=[CH:16][C:17]([CH2:20][CH2:21][N:22]([CH3:23])[C:34]([NH:33][S:30]([C:27]3[CH:26]=[CH:25][C:24]([CH3:36])=[CH:29][CH:28]=3)(=[O:31])=[O:32])=[O:35])=[CH:18][CH:19]=2)[C:6]2=[N:7][C:8]([CH3:12])=[CH:9][C:10]([CH3:11])=[C:5]2[N:4]=1)[CH3:2], predict the reactants needed to synthesize it. (3) Given the product [CH3:35][N:34]([CH3:36])[C:33]([C:31]1[N:30]([CH:38]2[CH2:42][CH2:41][CH2:40][CH2:39]2)[C:28]2[N:29]=[C:24]([NH:23][C:20]3[CH:21]=[CH:22][C:17]([C:15]([N:11]4[CH2:10][C@H:9]5[CH2:14][C@@H:12]4[CH2:13][NH:8]5)=[O:16])=[CH:18][N:19]=3)[N:25]=[CH:26][C:27]=2[CH:32]=1)=[O:37], predict the reactants needed to synthesize it. The reactants are: C(OC([N:8]1[CH2:13][C@H:12]2[CH2:14][C@@H:9]1[CH2:10][N:11]2[C:15]([C:17]1[CH:18]=[N:19][C:20]([NH:23][C:24]2[N:25]=[CH:26][C:27]3[CH:32]=[C:31]([C:33](=[O:37])[N:34]([CH3:36])[CH3:35])[N:30]([CH:38]4[CH2:42][CH2:41][CH2:40][CH2:39]4)[C:28]=3[N:29]=2)=[CH:21][CH:22]=1)=[O:16])=O)(C)(C)C.CN(C)C(C1NC2N=CN=CC=2C=1)=O. (4) The reactants are: Br[C:2]1[CH:7]=[CH:6][C:5]([C@@H:8]([N:10]2[CH2:15][CH2:14][C@:13]([CH2:22][CH2:23][NH:24][S:25]([CH3:28])(=[O:27])=[O:26])([C:16]3[CH:21]=[CH:20][CH:19]=[CH:18][CH:17]=3)[O:12][C:11]2=[O:29])[CH3:9])=[CH:4][CH:3]=1.[CH3:30][C:31]1[CH:36]=[C:35](B(O)O)[CH:34]=[CH:33][N:32]=1. Given the product [CH3:30][C:31]1[CH:36]=[C:35]([C:2]2[CH:3]=[CH:4][C:5]([C@@H:8]([N:10]3[CH2:15][CH2:14][C@:13]([CH2:22][CH2:23][NH:24][S:25]([CH3:28])(=[O:27])=[O:26])([C:16]4[CH:21]=[CH:20][CH:19]=[CH:18][CH:17]=4)[O:12][C:11]3=[O:29])[CH3:9])=[CH:6][CH:7]=2)[CH:34]=[CH:33][N:32]=1, predict the reactants needed to synthesize it. (5) Given the product [Cl:1][C:2]1[CH:3]=[CH:4][C:5]([C:8]([C:10]2[C:11]([F:17])=[N:12][CH:13]=[CH:14][C:15]=2[I:16])=[O:9])=[CH:6][CH:7]=1, predict the reactants needed to synthesize it. The reactants are: [Cl:1][C:2]1[CH:7]=[CH:6][C:5]([CH:8]([C:10]2[C:11]([F:17])=[N:12][CH:13]=[CH:14][C:15]=2[I:16])[OH:9])=[CH:4][CH:3]=1.